This data is from Peptide-MHC class I binding affinity with 185,985 pairs from IEDB/IMGT. The task is: Regression. Given a peptide amino acid sequence and an MHC pseudo amino acid sequence, predict their binding affinity value. This is MHC class I binding data. (1) The peptide sequence is DYVVVHGYF. The MHC is HLA-A26:01 with pseudo-sequence HLA-A26:01. The binding affinity (normalized) is 0.305. (2) The peptide sequence is YTLNDAPYI. The MHC is HLA-C08:02 with pseudo-sequence HLA-C08:02. The binding affinity (normalized) is 0.520. (3) The peptide sequence is VLLGRLNKC. The binding affinity (normalized) is 0.312. The MHC is HLA-A02:01 with pseudo-sequence HLA-A02:01. (4) The peptide sequence is FLAAECPFL. The MHC is HLA-A80:01 with pseudo-sequence HLA-A80:01. The binding affinity (normalized) is 0.0847. (5) The peptide sequence is ESSDSGSGF. The MHC is Mamu-B3901 with pseudo-sequence Mamu-B3901. The binding affinity (normalized) is 0.398. (6) The peptide sequence is ALLACAGLAY. The MHC is HLA-A03:01 with pseudo-sequence HLA-A03:01. The binding affinity (normalized) is 0.457. (7) The MHC is HLA-A02:06 with pseudo-sequence HLA-A02:06. The binding affinity (normalized) is 0.801. The peptide sequence is WMTTEDMLTV.